Dataset: Reaction yield outcomes from USPTO patents with 853,638 reactions. Task: Predict the reaction yield, written as a fraction of the theoretical maximum amount of product (1.0 means a 100% yield; for example, 0.34 means a 34% yield). (1) The reactants are [CH3:1][O:2][CH2:3][CH2:4][O:5][C:6]1[CH:7]=[C:8]2[C:13](=[CH:14][C:15]=1[O:16][CH2:17][CH2:18][O:19][CH3:20])[N:12]=[CH:11][CH:10]=[C:9]2[O:21][C:22]1[CH:28]=[CH:27][C:25]([NH2:26])=[CH:24][C:23]=1[F:29].CCN(C(C)C)C(C)C.[O:39]=[C:40]1[N:44]([C:45]2[CH:50]=[CH:49][CH:48]=[CH:47][CH:46]=2)[CH2:43][CH2:42][N:41]1[C:51](Cl)=[O:52]. The product is [CH3:1][O:2][CH2:3][CH2:4][O:5][C:6]1[CH:7]=[C:8]2[C:13](=[CH:14][C:15]=1[O:16][CH2:17][CH2:18][O:19][CH3:20])[N:12]=[CH:11][CH:10]=[C:9]2[O:21][C:22]1[CH:28]=[CH:27][C:25]([NH:26][C:51]([N:41]2[CH2:42][CH2:43][N:44]([C:45]3[CH:50]=[CH:49][CH:48]=[CH:47][CH:46]=3)[C:40]2=[O:39])=[O:52])=[CH:24][C:23]=1[F:29]. The catalyst is C1COCC1. The yield is 0.680. (2) The reactants are [Br:1][C:2]1[C:3](=O)[NH:4][C:5]([N:13]2[CH:17]=[CH:16][CH:15]=[N:14]2)=[N:6][C:7]=1[N:8]1[CH:12]=[CH:11][CH:10]=[N:9]1.S(Cl)([Cl:21])=O. The catalyst is CN(C=O)C.C(Cl)Cl. The product is [Br:1][C:2]1[C:3]([Cl:21])=[N:4][C:5]([N:13]2[CH:17]=[CH:16][CH:15]=[N:14]2)=[N:6][C:7]=1[N:8]1[CH:12]=[CH:11][CH:10]=[N:9]1. The yield is 0.615. (3) The reactants are [OH:1][C@@H:2]1[C@H:6]2[N:7](C(OCC3C=CC=CC=3)=O)[CH2:8][C@@H:9]([O:10][S:11]([C:14]3[CH:20]=[CH:19][C:17]([CH3:18])=[CH:16][CH:15]=3)(=[O:13])=[O:12])[C@H:5]2[O:4][CH2:3]1.[H][H]. The catalyst is [Pd].C(O)C. The product is [CH3:18][C:17]1[CH:19]=[CH:20][C:14]([S:11]([O:10][C@@H:9]2[CH2:8][NH:7][C@@H:6]3[C@@H:2]([OH:1])[CH2:3][O:4][C@H:5]23)(=[O:13])=[O:12])=[CH:15][CH:16]=1. The yield is 0.890. (4) The reactants are [C:1]1([C:7]2[NH:11][C:10]3[CH:12]=[CH:13][C:14]([CH2:16][OH:17])=[CH:15][C:9]=3[N:8]=2)[CH:6]=[CH:5][CH:4]=[CH:3][CH:2]=1. The catalyst is C1COCC1.O=[Mn]=O. The product is [C:1]1([C:7]2[NH:11][C:10]3[CH:12]=[CH:13][C:14]([CH:16]=[O:17])=[CH:15][C:9]=3[N:8]=2)[CH:6]=[CH:5][CH:4]=[CH:3][CH:2]=1. The yield is 0.991. (5) The reactants are [CH3:1][O:2][C:3]([NH:5][C:6]1[NH:10][C:9]2[CH:11]=[C:12]([C:15]3[CH:16]=[CH:17][C:18]4[O:24][CH2:23][CH2:22][N:21](C(OC(C)(C)C)=O)[CH2:20][C:19]=4[CH:32]=3)[CH:13]=[CH:14][C:8]=2[N:7]=1)=[O:4].CO.[ClH:35]. The catalyst is O1CCOCC1.C(OCC)C. The product is [ClH:35].[ClH:35].[O:24]1[C:18]2[CH:17]=[CH:16][C:15]([C:12]3[CH:13]=[CH:14][C:8]4[N:7]=[C:6]([NH:5][C:3](=[O:4])[O:2][CH3:1])[NH:10][C:9]=4[CH:11]=3)=[CH:32][C:19]=2[CH2:20][NH:21][CH2:22][CH2:23]1. The yield is 0.950. (6) The reactants are [H-].[Na+].[C:3]1([CH2:9][C:10]#[N:11])[CH:8]=[CH:7][CH:6]=[CH:5][CH:4]=1.Br[CH2:13][CH2:14][CH2:15][CH2:16][CH3:17]. The catalyst is CN(C=O)C. The product is [C:3]1([CH:9]([CH2:13][CH2:14][CH2:15][CH2:16][CH3:17])[C:10]#[N:11])[CH:8]=[CH:7][CH:6]=[CH:5][CH:4]=1. The yield is 0.640. (7) The reactants are [Cl:1][C:2]1[CH:7]=[CH:6][C:5]([C:8]([C:11]2[N:15]([C:16]3[CH:21]=[CH:20][C:19]([F:22])=[CH:18][CH:17]=3)[C:14]([S:23][CH2:24][C:25]3[C:34]([F:35])=[CH:33][C:28]([O:29][CH2:30][CH2:31][OH:32])=[CH:27][C:26]=3[F:36])=[N:13][CH:12]=2)([CH3:10])[CH3:9])=[CH:4][C:3]=1[O:37][CH3:38].[CH3:39][S:40](Cl)(=[O:42])=[O:41].C(NC(C)C)(C)C. The catalyst is C(Cl)Cl. The product is [CH3:39][S:40]([O:32][CH2:31][CH2:30][O:29][C:28]1[CH:27]=[C:26]([F:36])[C:25]([CH2:24][S:23][C:14]2[N:15]([C:16]3[CH:21]=[CH:20][C:19]([F:22])=[CH:18][CH:17]=3)[C:11]([C:8]([C:5]3[CH:6]=[CH:7][C:2]([Cl:1])=[C:3]([O:37][CH3:38])[CH:4]=3)([CH3:10])[CH3:9])=[CH:12][N:13]=2)=[C:34]([F:35])[CH:33]=1)(=[O:42])=[O:41]. The yield is 0.750. (8) The product is [C:1]([C:5]1[CH:11]=[CH:10][C:9]([N+:12]([O-:14])=[O:13])=[CH:8][C:6]=1[F:21])([CH3:4])([CH3:3])[CH3:2]. The reactants are [C:1]([C:5]1[CH:11]=[CH:10][C:9]([N+:12]([O-:14])=[O:13])=[CH:8][C:6]=1N)([CH3:4])([CH3:3])[CH3:2].Cl.N([O-])=O.[Na+].[H+].[F:21][P-](F)(F)(F)(F)F. The yield is 0.120. The catalyst is O. (9) The reactants are [CH2:1]([O:43][CH:44]1[C@H:48]2[C@H:49](O[Si](C(C)(C)C)(C)C)[N:50](C(OCC(Cl)(Cl)Cl)=O)[C:51]3[CH:58]=[CH:57][C:56]([O:59][CH3:60])=[CH:55][C:52]=3[C:53](=[O:54])[N:47]2[CH:46]=[C:45]1[C:77]1[S:78][CH:79]=[CH:80][CH:81]=1)[CH2:2][CH2:3][O:4][CH:5]1[C@H:9]2[C@H:10](O[Si](C(C)(C)C)(C)C)[N:11](C(OCC(Cl)(Cl)Cl)=O)[C:12]3[CH:19]=[CH:18][C:17]([O:20][CH3:21])=[CH:16][C:13]=3[C:14](=[O:15])[N:8]2[CH:7]=[C:6]1[C:38]1[S:39][CH:40]=[CH:41][CH:42]=1. The catalyst is C1COCC1. The product is [CH2:3]([O:4][CH:5]1[C@@H:9]2[CH:10]=[N:11][C:12]3[CH:19]=[CH:18][C:17]([O:20][CH3:21])=[CH:16][C:13]=3[C:14](=[O:15])[N:8]2[CH:7]=[C:6]1[C:38]1[S:39][CH:40]=[CH:41][CH:42]=1)[CH2:2][CH2:1][O:43][CH:44]1[C@@H:48]2[CH:49]=[N:50][C:51]3[CH:58]=[CH:57][C:56]([O:59][CH3:60])=[CH:55][C:52]=3[C:53](=[O:54])[N:47]2[CH:46]=[C:45]1[C:77]1[S:78][CH:79]=[CH:80][CH:81]=1. The yield is 0.720. (10) The reactants are [NH:1]1[C:10]2[C:5](=[CH:6][CH:7]=[CH:8][CH:9]=2)[CH2:4][CH2:3][CH2:2]1.O=[C:12]1[CH2:16][CH2:15][N:14]([C:17]([O:19][C:20]([CH3:23])([CH3:22])[CH3:21])=[O:18])[CH2:13]1.C(O[BH-](OC(=O)C)OC(=O)C)(=O)C.[Na+].C(O)(=O)C. The catalyst is ClCCCl. The product is [N:1]1([CH:16]2[CH2:12][CH2:13][N:14]([C:17]([O:19][C:20]([CH3:23])([CH3:22])[CH3:21])=[O:18])[CH2:15]2)[C:10]2[C:5](=[CH:6][CH:7]=[CH:8][CH:9]=2)[CH2:4][CH2:3][CH2:2]1. The yield is 0.788.